This data is from Experimentally validated miRNA-target interactions with 360,000+ pairs, plus equal number of negative samples. The task is: Binary Classification. Given a miRNA mature sequence and a target amino acid sequence, predict their likelihood of interaction. (1) The miRNA is hsa-miR-3928-3p with sequence GGAGGAACCUUGGAGCUUCGGC. The protein sequence of the target gene is MDSLASGRWRRRRTEELPAAGDAKRACRRSEPGGYECSGHMLTTCALLSWSTEDQEPRPRGLPASQPDCSQERLSSMVLQNGGRSSAQPCLRCISGESGHFNHTDNH. Result: 0 (no interaction). (2) The miRNA is mmu-miR-466e-3p with sequence UAUACAUACACGCACACAUAAGA. The protein sequence of the target gene is MFCTRGLLFFAFLAGLDIEFTGLRSNLSGPQQISLFDLPSEWYLKTRQSVQQFTVCQIGLSVFSAIEGEANKYIAHSCNFYLFPTTFGILDSEFSFQASSVQFLNQYGFNYNKFLKNGIPYMNEEQEKKIRHDILTGNWRVRSSPDKDQIKVVIDEVTRWLELAKEGDWMTLPGITGFQAFEVQLVLRQALPNIWTVLKDEGVVVKKVSKQHRWYLQNTSCDRESCWKENILLSARGFSVFFQMLVKAQKPLVGHNMMMDLLHLHEKFFRPLPESYDQFKQNIHSLFPVLIDTKSVTKDI.... Result: 0 (no interaction). (3) The miRNA is hsa-miR-1178-3p with sequence UUGCUCACUGUUCUUCCCUAG. The protein sequence of the target gene is MGNSYAGQLKSTRFEEVLHNSIEASLRSNTLVPRPIFSQLYLEAEQQLSSLEGGSRADNEEEEEDGEGGLEPSSPPNAYQLPPPPEGCCTTDGFCQAGKDLRLVSISSEPIEVPAGFLLVGAKSPSLPDHLLVCAVDKRFLPDDNGHNALLGFSGNCVGCGKKGFCYFTEFSNHINLKLTTQPKKQKHLKYYLVRNAQGALTKGPLICWKGSEFRGRQNSTNTCSSSLFPPLESSGSLAAFPTEPVPGTNPSVPVGAQQAGPASDHPSVTTATGPAVFNGKDSPKHPQLVKSSLSALPRP.... Result: 0 (no interaction). (4) The miRNA is mmu-miR-1187 with sequence UAUGUGUGUGUGUAUGUGUGUAA. The protein sequence of the target gene is MRRAVGFPALCLLLNLHAAGCFSRNNDHFLAIRQKKSWKPVFIYDHSQDIKKSLDIAQEAYKHNYHSPSEVQISKHHQIINSAFPRPAYDPSLNLLAESDQDLEIENLPIPAANVIVVTLQMDITKLNITLLRIFRQGVAAALGLLPQQVHINRLIEKKNQVELFVSPGNRKPGETQALQAEEVLRSLNVDGLHQSLPQFGITDVAPEKNVLQGQHEADKIWSKEGFYAVVIFLSIFIIIVTCLMIIYRLKERLQLSLRQDKEKNQEIHLSPIARQQAQSEAKTTHSMVQPDQAPKVLNV.... Result: 1 (interaction). (5) The miRNA is hsa-miR-4312 with sequence GGCCUUGUUCCUGUCCCCA. The protein sequence of the target gene is MMKKKKFKFKVDFELEELSSVPFVNGVLFCKMRLLDGGSFTAESSREVVQANCVRWRKKFSFMCKMSASAATGILDPCIYRVSVRKELKGGKAYAKLGFADLNLAEFAGSGNTTRRCLLEGYDTKNTRQDNSILKVLISMQLMSGDPCFKTPPSTSMSIPIAGESESLQEDRKGGETLKVHLGIADLSAKSASVPDELGACGHSRTSSYASQQSKVSGYSTCHSRSSSFSELCHRRNTSVGSTSTGVESILEPCDEIEQKIAEPNLDTADKEDTASEKLSRCPVKQDSVESQLKRVDDTR.... Result: 1 (interaction). (6) The miRNA is hsa-miR-7114-3p with sequence UGACCCACCCCUCUCCACCAG. The protein sequence of the target gene is MALRKRSPHGLGFLCCFGGSDLPEIDLRDSHPLQYLEFSGPIPNPEELNVRFAELVDELDLTDKNREAVFALPPEKKWQIYCSKRKEQEDPNKLATSWPEYYIDRINAMAAMQNLYETEDEETDKRNQVVEDLKTALRTQPMRFVTRFIDLEGLTCLLNFLRGMDHTTCESRIHTSLIGCIKALMNNSQGRAHVLAQPEAISIIAQSLRTENSKTKVAVLEILGAVCLVPGGHKKVLQAMLHYQAYAAERTRFQTLLNELDRSLGRYRDEVNLKTAIMSFINAVLNAGAGEDNLEFRLHL.... Result: 0 (no interaction). (7) The miRNA is hsa-miR-608 with sequence AGGGGUGGUGUUGGGACAGCUCCGU. The protein sequence of the target gene is MAMSLLQDWCRSLDVDAHRALLVTGIPEGLEQADVEAVLQPTLLPLGTFRLRHMKALMNEKAQAALVEFVEDVNHAAIPREIPGKDGVWRVLWKDRAQDTRVLRQMRRLLLDDGPTQAAEAGTPGEAPTPPASETQAQDSGEVTGQAGSLLGAARNPRRGRRGRRNRTRRNRLTQKGKKRSRGGRPSAPARSEAEDSSDESLGIVIEEIDQGDLSGEEDQSALYATLQAAARELVRQWAPCNSEGEEDGPREFLALVTVTDKSKKEEAEKEPAGAESIRLNTKEDKNGVPDLVALLAVRD.... Result: 1 (interaction).